From a dataset of Full USPTO retrosynthesis dataset with 1.9M reactions from patents (1976-2016). Predict the reactants needed to synthesize the given product. (1) Given the product [CH2:19]([O:18][C:16]([N:4]1[C@H:5]([C:12]([OH:14])=[O:13])[CH2:6][C:7]2[NH:11][CH:10]=[N:9][C:8]=2[C@@H:3]1[CH2:1][CH3:2])=[O:17])[C:20]1[CH:25]=[CH:24][CH:23]=[CH:22][CH:21]=1, predict the reactants needed to synthesize it. The reactants are: [CH2:1]([C@H:3]1[C:8]2[NH:9][CH:10]=[N:11][C:7]=2[CH2:6][C@@H:5]([C:12]([OH:14])=[O:13])[NH:4]1)[CH3:2].Cl[C:16]([O:18][CH2:19][C:20]1[CH:25]=[CH:24][CH:23]=[CH:22][CH:21]=1)=[O:17].[OH-].[Na+]. (2) The reactants are: [CH3:1][O:2][C:3]1[CH:8]=[CH:7][C:6]([NH:9][C:10](=[O:21])[C:11]2[C:16]([CH3:17])=[CH:15][CH:14]=[CH:13][C:12]=2[N+:18]([O-])=O)=[CH:5][CH:4]=1.[C:22]([C:26]1[CH:34]=[CH:33][C:29]([C:30](Cl)=[O:31])=[CH:28][CH:27]=1)([CH3:25])([CH3:24])[CH3:23]. Given the product [C:22]([C:26]1[CH:27]=[CH:28][C:29]([C:30]([NH:18][C:12]2[CH:13]=[CH:14][CH:15]=[C:16]([CH3:17])[C:11]=2[C:10]([NH:9][C:6]2[CH:7]=[CH:8][C:3]([O:2][CH3:1])=[CH:4][CH:5]=2)=[O:21])=[O:31])=[CH:33][CH:34]=1)([CH3:25])([CH3:23])[CH3:24], predict the reactants needed to synthesize it. (3) Given the product [Cl:1][C:22]1[CH:23]=[C:24]([C:27]([NH:29][CH:30]([CH3:32])[CH3:31])=[O:28])[CH:25]=[N:26][C:21]=1[N:16]1[CH2:17][CH2:18][CH:13]([N:6]2[C:7]3[CH:12]=[CH:11][CH:10]=[CH:9][C:8]=3[CH:3]([CH3:2])[O:4][C:5]2=[O:19])[CH2:14][CH2:15]1, predict the reactants needed to synthesize it. The reactants are: [ClH:1].[CH3:2][CH:3]1[C:8]2[CH:9]=[CH:10][CH:11]=[CH:12][C:7]=2[N:6]([CH:13]2[CH2:18][CH2:17][NH:16][CH2:15][CH2:14]2)[C:5](=[O:19])[O:4]1.Cl[C:21]1[N:26]=[CH:25][C:24]([C:27]([NH:29][CH:30]([CH3:32])[CH3:31])=[O:28])=[CH:23][CH:22]=1. (4) Given the product [F:38][C:35]1[CH:34]=[CH:33][C:32]([CH2:31][C:29]2[O:28][N:27]=[C:26]([C:10]3[N:11]=[C:12]4[CH:19]=[CH:18][C:17]([N:20]5[CH2:21][CH2:22][O:23][CH2:24][CH2:25]5)=[CH:16][N:13]4[C:14](=[O:15])[C:9]=3[OH:8])[N:30]=2)=[CH:37][CH:36]=1, predict the reactants needed to synthesize it. The reactants are: C([O:8][C:9]1[C:14](=[O:15])[N:13]2[CH:16]=[C:17]([N:20]3[CH2:25][CH2:24][O:23][CH2:22][CH2:21]3)[CH:18]=[CH:19][C:12]2=[N:11][C:10]=1[C:26]1[N:30]=[C:29]([CH2:31][C:32]2[CH:37]=[CH:36][C:35]([F:38])=[CH:34][CH:33]=2)[O:28][N:27]=1)C1C=CC=CC=1.Cl. (5) Given the product [Br:1][C:2]1[S:6][C:5]2=[C:7]([CH2:10][OH:11])[N:8]=[CH:9][N:4]2[CH:3]=1.[Br:1][C:2]1[S:6][C:5]2=[C:7]([CH:10]=[O:11])[N:8]=[CH:9][N:4]2[CH:3]=1, predict the reactants needed to synthesize it. The reactants are: [Br:1][C:2]1[S:6][C:5]2=[C:7]([C:10](OCC)=[O:11])[N:8]=[CH:9][N:4]2[CH:3]=1.C1(C)C=CC=CC=1.[H-].C([Al+]CC(C)C)C(C)C.C(C(C(C([O-])=O)O)O)([O-])=O.[Na+].[K+]. (6) Given the product [CH3:3][N:2]([CH2:4][C:5]1([C:11]2[CH:16]=[CH:15][C:14]([O:17][CH2:19][CH2:20][CH2:21][N:22]3[CH2:27][CH2:26][CH:25]([OH:28])[CH2:24][CH2:23]3)=[CH:13][CH:12]=2)[CH2:6][CH2:7][O:8][CH2:9][CH2:10]1)[CH3:1], predict the reactants needed to synthesize it. The reactants are: [CH3:1][N:2]([CH2:4][C:5]1([C:11]2[CH:16]=[CH:15][C:14]([OH:17])=[CH:13][CH:12]=2)[CH2:10][CH2:9][O:8][CH2:7][CH2:6]1)[CH3:3].Cl[CH2:19][CH2:20][CH2:21][N:22]1[CH2:27][CH2:26][CH:25]([OH:28])[CH2:24][CH2:23]1.CN(C=O)C.C([O-])([O-])=O.[K+].[K+]. (7) Given the product [CH3:1][O:2][C:3]1[CH:4]=[C:5]([CH:32]=[CH:33][C:34]=1[O:35][CH3:36])[CH2:6][CH:7]1[C:13]2[CH:14]=[C:15]([O:20][CH3:21])[C:16]([O:18][CH3:19])=[CH:17][C:12]=2[CH2:11][CH2:10][CH2:9][N:8]1[CH:22]([C:26]1[CH:31]=[CH:30][CH:29]=[CH:28][CH:27]=1)[C:23]([NH:37][CH2:38][CH2:39][CH2:40][OH:41])=[O:25], predict the reactants needed to synthesize it. The reactants are: [CH3:1][O:2][C:3]1[CH:4]=[C:5]([CH:32]=[CH:33][C:34]=1[O:35][CH3:36])[CH2:6][CH:7]1[C:13]2[CH:14]=[C:15]([O:20][CH3:21])[C:16]([O:18][CH3:19])=[CH:17][C:12]=2[CH2:11][CH2:10][CH2:9][N:8]1[CH:22]([C:26]1[CH:31]=[CH:30][CH:29]=[CH:28][CH:27]=1)[C:23]([OH:25])=O.[NH2:37][CH2:38][CH2:39][CH2:40][OH:41]. (8) Given the product [Br:54][C:55]1[CH:60]=[CH:59][C:58]([C:61]([C:64]2[N:65]=[C:66]([NH2:69])[N:67]([C:21]([C:2]3([CH3:1])[CH2:17][C:10]4([N+:18]([O-:20])=[O:19])[C:9]5[C:4]([CH:3]3[C:16]3[C:11]4=[CH:12][CH:13]=[CH:14][CH:15]=3)=[CH:5][CH:6]=[CH:7][CH:8]=5)=[O:23])[N:68]=2)([CH3:63])[CH3:62])=[CH:57][CH:56]=1, predict the reactants needed to synthesize it. The reactants are: [CH3:1][C:2]1([C:21]([OH:23])=O)[CH2:17][C:10]2([N+:18]([O-:20])=[O:19])[C:11]3[C:16]([CH:3]1[C:4]1[C:9]2=[CH:8][CH:7]=[CH:6][CH:5]=1)=[CH:15][CH:14]=[CH:13][CH:12]=3.ON1C2C=CC=CC=2N=N1.C(N(C(C)C)C(C)C)C.CCN=C=NCCCN(C)C.[Br:54][C:55]1[CH:60]=[CH:59][C:58]([C:61]([C:64]2[NH:68][N:67]=[C:66]([NH2:69])[N:65]=2)([CH3:63])[CH3:62])=[CH:57][CH:56]=1. (9) Given the product [CH:1]([C:4]1[CH:9]=[CH:8][CH:7]=[C:6]([CH:10]([CH3:12])[CH3:11])[C:5]=1[NH:13][C:14](=[O:26])[C:15]([NH:17][C:18]1[CH:23]=[C:22]([CH3:24])[CH:21]=[C:20]([C:28]23[CH2:29][CH:30]4[CH2:36][CH:34]([CH2:33][CH:32]([CH2:31]4)[CH2:27]2)[CH2:35]3)[C:19]=1[OH:25])=[O:16])([CH3:2])[CH3:3], predict the reactants needed to synthesize it. The reactants are: [CH:1]([C:4]1[CH:9]=[CH:8][CH:7]=[C:6]([CH:10]([CH3:12])[CH3:11])[C:5]=1[NH:13][C:14](=[O:26])[C:15]([NH:17][C:18]1[CH:23]=[C:22]([CH3:24])[CH:21]=[CH:20][C:19]=1[OH:25])=[O:16])([CH3:3])[CH3:2].[CH2:27]1[CH:32]2[CH2:33][C:34]3(O)[CH2:36][CH:30]([CH2:31]2)[CH2:29][CH:28]1[CH2:35]3.OS(O)(=O)=O.C(OCC)(=O)C.